From a dataset of Forward reaction prediction with 1.9M reactions from USPTO patents (1976-2016). Predict the product of the given reaction. Given the reactants [F:1][C:2]1[CH:9]=[CH:8][C:7]([CH:10]=O)=[CH:6][C:3]=1[C:4]#[N:5].[N:12]1([C:18]([O:20][C:21]([CH3:24])([CH3:23])[CH3:22])=[O:19])[CH2:17][CH2:16][NH:15][CH2:14][CH2:13]1.C(O[BH-](OC(=O)C)OC(=O)C)(=O)C.[Na+].C([O-])(O)=O.[Na+], predict the reaction product. The product is: [C:4]([C:3]1[CH:6]=[C:7]([CH:8]=[CH:9][C:2]=1[F:1])[CH2:10][N:15]1[CH2:14][CH2:13][N:12]([C:18]([O:20][C:21]([CH3:24])([CH3:23])[CH3:22])=[O:19])[CH2:17][CH2:16]1)#[N:5].